Dataset: Full USPTO retrosynthesis dataset with 1.9M reactions from patents (1976-2016). Task: Predict the reactants needed to synthesize the given product. The reactants are: C(=NN)C1C(=CC=CC=1)O.[NH:11]1[CH:15]=[CH:14][N:13]=[CH:12]1.C([O-])([O-])=O.[Cs+].[Cs+].Br[C:23]1[CH:28]=[CH:27][C:26]([C:29]2[C:33]([CH2:34][N:35]3[CH2:40][CH2:39][N:38]([C:41]4[CH:46]=[CH:45][C:44]([C:47]([F:50])([F:49])[F:48])=[CH:43][N:42]=4)[CH:37]([CH3:51])[CH2:36]3)=[CH:32][NH:31][N:30]=2)=[CH:25][CH:24]=1. Given the product [N:11]1([C:23]2[CH:28]=[CH:27][C:26]([C:29]3[C:33]([CH2:34][N:35]4[CH2:40][CH2:39][N:38]([C:41]5[CH:46]=[CH:45][C:44]([C:47]([F:49])([F:50])[F:48])=[CH:43][N:42]=5)[C@H:37]([CH3:51])[CH2:36]4)=[CH:32][NH:31][N:30]=3)=[CH:25][CH:24]=2)[CH:15]=[CH:14][N:13]=[CH:12]1, predict the reactants needed to synthesize it.